From a dataset of Full USPTO retrosynthesis dataset with 1.9M reactions from patents (1976-2016). Predict the reactants needed to synthesize the given product. (1) Given the product [CH:1]1[CH:2]=[CH:3][C:4]2[S:9][N:8]=[C:7]([N:10]3[CH2:11][CH2:12][N:13]([CH2:16][CH2:17][C:18]4[CH:19]=[C:20]5[CH2:28][C:26](=[O:27])[NH:25][C:21]5=[CH:22][C:23]=4[Cl:24])[CH2:14][CH2:15]3)[C:5]=2[CH:6]=1, predict the reactants needed to synthesize it. The reactants are: [CH:1]1[CH:2]=[CH:3][C:4]2[S:9][N:8]=[C:7]([N:10]3[CH2:15][CH2:14][N:13]([CH2:16][CH2:17][C:18]4[CH:19]=[C:20]5[CH2:28][C:26](=[O:27])[NH:25][C:21]5=[CH:22][C:23]=4[Cl:24])[CH2:12][CH2:11]3)[C:5]=2[CH:6]=1.Cl.S1C2C=CC=CC=2C(N2CCNCC2)=N1.ClCCC1C=C2C(=CC=1Cl)NC(=O)C2.[I-].[Na+].C(=O)([O-])[O-].[Na+].[Na+]. (2) Given the product [Br:1][C:2]1[CH:14]=[CH:13][C:5]([O:6][CH:7]2[CH2:12][CH2:11][N:10]([CH3:17])[CH2:9][CH2:8]2)=[C:4]([O:15][CH3:16])[CH:3]=1, predict the reactants needed to synthesize it. The reactants are: [Br:1][C:2]1[CH:14]=[CH:13][C:5]([O:6][CH:7]2[CH2:12][CH2:11][NH:10][CH2:9][CH2:8]2)=[C:4]([O:15][CH3:16])[CH:3]=1.[CH2:17]=O. (3) Given the product [CH:21]1([CH2:22][CH2:17][N:14]2[CH2:15][CH2:16][N:12]([C:4]3[S:5][C:6]([C:7]([OH:9])=[O:8])=[C:2]([CH3:1])[N:3]=3)[C:13]2=[O:23])[CH2:20][CH2:19]1, predict the reactants needed to synthesize it. The reactants are: [CH3:1][C:2]1[N:3]=[C:4]([N:12]2[CH2:16][CH2:15][N:14]([C:17]3[CH:22]=[CH:21][CH:20]=[CH:19]C=3)[C:13]2=[O:23])[S:5][C:6]=1[C:7]([O:9]CC)=[O:8].C1(CCN2CCN(C3SC(C(OCC)=O)=C(C)N=3)C2=O)CC1. (4) Given the product [Cl:1][C:2]1[C:7]([CH:34]2[CH2:37][CH2:36][CH2:35]2)=[CH:6][C:5]([NH:9][CH:10]([CH3:30])[C:11]([N:13]2[CH2:18][CH2:17][N:16]([CH:19]3[CH2:22][N:21]([C:23]([O:25][C:26]([CH3:29])([CH3:28])[CH3:27])=[O:24])[CH2:20]3)[CH2:15][CH2:14]2)=[O:12])=[C:4]([O:31][CH3:32])[CH:3]=1, predict the reactants needed to synthesize it. The reactants are: [Cl:1][C:2]1[C:7](I)=[CH:6][C:5]([NH:9][CH:10]([CH3:30])[C:11]([N:13]2[CH2:18][CH2:17][N:16]([CH:19]3[CH2:22][N:21]([C:23]([O:25][C:26]([CH3:29])([CH3:28])[CH3:27])=[O:24])[CH2:20]3)[CH2:15][CH2:14]2)=[O:12])=[C:4]([O:31][CH3:32])[CH:3]=1.[Br-].[CH:34]1([Zn+])[CH2:37][CH2:36][CH2:35]1.COC1C=CC=C(OC)C=1C1C=CC=CC=1P(C1CCCCC1)C1CCCCC1. (5) Given the product [C:69]([C:68]1[CH:71]=[CH:72][C:65]([NH:64][C:30]([CH:20]2[NH:19][CH:18]([CH2:33][C:34]([CH3:37])([CH3:36])[CH3:35])[C:17]3([C:12]4[C:11](=[C:10]([F:39])[C:9]([Cl:8])=[CH:14][CH:13]=4)[NH:15][C:16]3=[O:38])[CH:21]2[C:22]2[CH:27]=[CH:26][CH:25]=[C:24]([Cl:28])[C:23]=2[F:29])=[O:31])=[C:66]([O:73][CH3:74])[CH:67]=1)#[N:70], predict the reactants needed to synthesize it. The reactants are: FC(F)(F)C(O)=O.[Cl:8][C:9]1[CH:14]=[C:13]2[NH:15][C:16](=[O:38])[C:17]3([CH:21]([C:22]4[CH:27]=[CH:26][CH:25]=[C:24]([Cl:28])[C:23]=4[F:29])[CH:20]([C:30](O)=[O:31])[NH:19][CH:18]3[CH2:33][C:34]([CH3:37])([CH3:36])[CH3:35])[C:12]2=[CH:11][C:10]=1[F:39].C(N(C(C)C)CC)(C)C.C1(P(Cl)(C2C=CC=CC=2)=O)C=CC=CC=1.[NH2:64][C:65]1[CH:72]=[CH:71][C:68]([C:69]#[N:70])=[CH:67][C:66]=1[O:73][CH3:74]. (6) Given the product [CH3:1][C:2]1[CH:11]=[CH:10][C:5]([C:6]([O:8][CH3:9])=[O:7])=[CH:4][C:3]=1[C:12]1[CH:13]=[C:14]2[C:19](=[CH:20][CH:21]=1)[C:18]([CH:22]([CH3:27])[C:23]([F:26])([F:24])[F:25])=[N:17][N:16]=[CH:15]2, predict the reactants needed to synthesize it. The reactants are: [CH3:1][C:2]1[CH:11]=[CH:10][C:5]([C:6]([O:8][CH3:9])=[O:7])=[CH:4][C:3]=1[C:12]1[CH:13]=[C:14]2[C:19](=[CH:20][CH:21]=1)[C:18]([C:22](=[CH2:27])[C:23]([F:26])([F:25])[F:24])=[N:17][N:16]=[CH:15]2. (7) Given the product [CH2:1]([O:8][C:9](=[O:29])[CH:10]([O:26][CH2:27][CH3:28])[CH2:11][C:12]1[CH:17]=[CH:16][C:15]([O:18][C:45](=[O:46])[CH2:44][C:41]2[CH:40]=[CH:39][C:38]([NH:37][C:35]([O:34][C:30]([CH3:32])([CH3:31])[CH3:33])=[O:36])=[CH:43][CH:42]=2)=[C:14]([CH2:19][C:20]2[CH:21]=[CH:22][CH:23]=[CH:24][CH:25]=2)[CH:13]=1)[C:2]1[CH:7]=[CH:6][CH:5]=[CH:4][CH:3]=1, predict the reactants needed to synthesize it. The reactants are: [CH2:1]([O:8][C:9](=[O:29])[CH:10]([O:26][CH2:27][CH3:28])[CH2:11][C:12]1[CH:17]=[CH:16][C:15]([OH:18])=[C:14]([CH2:19][C:20]2[CH:25]=[CH:24][CH:23]=[CH:22][CH:21]=2)[CH:13]=1)[C:2]1[CH:7]=[CH:6][CH:5]=[CH:4][CH:3]=1.[C:30]([O:34][C:35]([NH:37][C:38]1[CH:43]=[CH:42][C:41]([CH2:44][C:45](O)=[O:46])=[CH:40][CH:39]=1)=[O:36])([CH3:33])([CH3:32])[CH3:31].C(OC(=O)C(OCC)CC1C=CC(OC(=O)CC2N=C(C3C=CC=CC=3)OC=2C)=C(CC2C=CC=CC=2)C=1)C1C=CC=CC=1.